Dataset: Forward reaction prediction with 1.9M reactions from USPTO patents (1976-2016). Task: Predict the product of the given reaction. (1) Given the reactants C(N(CC)CC)C.C(O)=O.[C:11]([CH2:13][C:14]([C:16]1[CH:21]=[CH:20][CH:19]=[CH:18][CH:17]=1)=[O:15])#[N:12].C([O-])(O)=O.[Na+], predict the reaction product. The product is: [OH:15][C@@H:14]([C:16]1[CH:21]=[CH:20][CH:19]=[CH:18][CH:17]=1)[CH2:13][C:11]#[N:12]. (2) The product is: [Br:1][C:2]1[CH:3]=[C:4]([CH:8]=[CH:9][C:10]=1[O:11][CH3:12])[C:5]([NH:26][C:15]1[CH:16]=[CH:17][C:18]([N:20]2[CH2:25][CH2:24][O:23][CH2:22][CH2:21]2)=[CH:19][C:14]=1[CH3:13])=[O:7]. Given the reactants [Br:1][C:2]1[CH:3]=[C:4]([CH:8]=[CH:9][C:10]=1[O:11][CH3:12])[C:5]([OH:7])=O.[CH3:13][C:14]1[CH:19]=[C:18]([N:20]2[CH2:25][CH2:24][O:23][CH2:22][CH2:21]2)[CH:17]=[CH:16][C:15]=1[NH2:26].CCN=C=NCCCN(C)C.C1C=CC2N(O)N=NC=2C=1.CN1CCOCC1, predict the reaction product. (3) Given the reactants [Br:1][C:2]1[S:3][C:4]2[CH:10]=[C:9]([O:11]C)[CH:8]=[CH:7][C:5]=2[N:6]=1.B(Br)(Br)Br, predict the reaction product. The product is: [Br:1][C:2]1[S:3][C:4]2[CH:10]=[C:9]([OH:11])[CH:8]=[CH:7][C:5]=2[N:6]=1. (4) Given the reactants [CH3:1][O:2][C:3](=[O:20])[C@H:4]([NH:15][C:16](=[O:19])[CH2:17]Cl)[CH2:5][C:6]1[CH:11]=[CH:10][C:9]([CH3:12])=[C:8]([O:13][CH3:14])[CH:7]=1.[CH2:21]([NH2:28])[C:22]1[CH:27]=[CH:26][CH:25]=[CH:24][CH:23]=1.C(=O)([O-])[O-].[K+].[K+].Cl, predict the reaction product. The product is: [CH3:1][O:2][C:3](=[O:20])[C@H:4]([NH:15][C:16](=[O:19])[CH2:17][NH:28][CH2:21][C:22]1[CH:27]=[CH:26][CH:25]=[CH:24][CH:23]=1)[CH2:5][C:6]1[CH:11]=[CH:10][C:9]([CH3:12])=[C:8]([O:13][CH3:14])[CH:7]=1. (5) Given the reactants [CH3:1][C:2]1[N:7]=[C:6]([CH2:8][OH:9])[C:5]([C:10]2[CH:15]=[CH:14][CH:13]=[CH:12][CH:11]=2)=[CH:4][CH:3]=1.[O-:16][Mn](=O)(=O)=O.[K+], predict the reaction product. The product is: [CH3:1][C:2]1[N:7]=[C:6]([C:8]([OH:16])=[O:9])[C:5]([C:10]2[CH:15]=[CH:14][CH:13]=[CH:12][CH:11]=2)=[CH:4][CH:3]=1. (6) The product is: [F:1][C:2]1[CH:3]=[C:4]([CH:18]=[CH:19][CH:20]=1)[CH2:5][NH:6][C:7]([NH:8][C:9]1[S:10][CH:11]=[C:12]([CH2:14][OH:15])[N:13]=1)=[O:17]. Given the reactants [F:1][C:2]1[CH:3]=[C:4]([CH:18]=[CH:19][CH:20]=1)[CH2:5][NH:6][C:7](=[O:17])[NH:8][C:9]1[S:10][CH:11]=[C:12]([C:14]([O-])=[O:15])[N:13]=1.[H-].[H-].[H-].[H-].[Li+].[Al+3].OS([O-])(=O)=O.[Na+].CCOC(C)=O, predict the reaction product.